From a dataset of Merck oncology drug combination screen with 23,052 pairs across 39 cell lines. Regression. Given two drug SMILES strings and cell line genomic features, predict the synergy score measuring deviation from expected non-interaction effect. (1) Drug 2: CNC(=O)c1cc(Oc2ccc(NC(=O)Nc3ccc(Cl)c(C(F)(F)F)c3)cc2)ccn1. Cell line: SW620. Drug 1: NC1(c2ccc(-c3nc4ccn5c(=O)[nH]nc5c4cc3-c3ccccc3)cc2)CCC1. Synergy scores: synergy=15.8. (2) Drug 1: CCc1cnn2c(NCc3ccc[n+]([O-])c3)cc(N3CCCCC3CCO)nc12. Drug 2: Cn1cc(-c2cnn3c(N)c(Br)c(C4CCCNC4)nc23)cn1. Cell line: ZR751. Synergy scores: synergy=-12.5. (3) Drug 1: CN(Cc1cnc2nc(N)nc(N)c2n1)c1ccc(C(=O)NC(CCC(=O)O)C(=O)O)cc1. Drug 2: Cc1nc(Nc2ncc(C(=O)Nc3c(C)cccc3Cl)s2)cc(N2CCN(CCO)CC2)n1. Cell line: SKOV3. Synergy scores: synergy=-3.19. (4) Drug 1: CC(C)CC(NC(=O)C(Cc1ccccc1)NC(=O)c1cnccn1)B(O)O. Drug 2: Cc1nc(Nc2ncc(C(=O)Nc3c(C)cccc3Cl)s2)cc(N2CCN(CCO)CC2)n1. Cell line: NCIH1650. Synergy scores: synergy=-4.79. (5) Drug 1: O=S1(=O)NC2(CN1CC(F)(F)F)C1CCC2Cc2cc(C=CCN3CCC(C(F)(F)F)CC3)ccc2C1. Drug 2: C=CCn1c(=O)c2cnc(Nc3ccc(N4CCN(C)CC4)cc3)nc2n1-c1cccc(C(C)(C)O)n1. Cell line: CAOV3. Synergy scores: synergy=9.78. (6) Synergy scores: synergy=19.7. Drug 1: COC1CC2CCC(C)C(O)(O2)C(=O)C(=O)N2CCCCC2C(=O)OC(C(C)CC2CCC(OP(C)(C)=O)C(OC)C2)CC(=O)C(C)C=C(C)C(O)C(OC)C(=O)C(C)CC(C)C=CC=CC=C1C. Cell line: SKOV3. Drug 2: COC1=C2CC(C)CC(OC)C(O)C(C)C=C(C)C(OC(N)=O)C(OC)C=CC=C(C)C(=O)NC(=CC1=O)C2=O. (7) Drug 1: COC1=C2CC(C)CC(OC)C(O)C(C)C=C(C)C(OC(N)=O)C(OC)C=CC=C(C)C(=O)NC(=CC1=O)C2=O. Drug 2: CCc1c2c(nc3ccc(O)cc13)-c1cc3c(c(=O)n1C2)COC(=O)C3(O)CC. Cell line: A375. Synergy scores: synergy=22.1. (8) Drug 1: Cc1nc(Nc2ncc(C(=O)Nc3c(C)cccc3Cl)s2)cc(N2CCN(CCO)CC2)n1. Drug 2: CNC(=O)c1cc(Oc2ccc(NC(=O)Nc3ccc(Cl)c(C(F)(F)F)c3)cc2)ccn1. Cell line: OCUBM. Synergy scores: synergy=10.3. (9) Drug 1: O=S1(=O)NC2(CN1CC(F)(F)F)C1CCC2Cc2cc(C=CCN3CCC(C(F)(F)F)CC3)ccc2C1. Drug 2: Nc1ccn(C2OC(CO)C(O)C2(F)F)c(=O)n1. Cell line: T47D. Synergy scores: synergy=0.560. (10) Drug 1: CN(C)C(=N)N=C(N)N. Drug 2: Cn1cc(-c2cnn3c(N)c(Br)c(C4CCCNC4)nc23)cn1. Cell line: SW620. Synergy scores: synergy=1.44.